This data is from NCI-60 drug combinations with 297,098 pairs across 59 cell lines. The task is: Regression. Given two drug SMILES strings and cell line genomic features, predict the synergy score measuring deviation from expected non-interaction effect. (1) Drug 1: CS(=O)(=O)CCNCC1=CC=C(O1)C2=CC3=C(C=C2)N=CN=C3NC4=CC(=C(C=C4)OCC5=CC(=CC=C5)F)Cl. Drug 2: COCCOC1=C(C=C2C(=C1)C(=NC=N2)NC3=CC=CC(=C3)C#C)OCCOC.Cl. Cell line: SW-620. Synergy scores: CSS=-1.87, Synergy_ZIP=-0.143, Synergy_Bliss=-1.88, Synergy_Loewe=-2.94, Synergy_HSA=-2.91. (2) Drug 1: CCC1=C2CN3C(=CC4=C(C3=O)COC(=O)C4(CC)O)C2=NC5=C1C=C(C=C5)O. Drug 2: CC1=C(C(=CC=C1)Cl)NC(=O)C2=CN=C(S2)NC3=CC(=NC(=N3)C)N4CCN(CC4)CCO. Cell line: HT29. Synergy scores: CSS=23.0, Synergy_ZIP=-7.49, Synergy_Bliss=-0.656, Synergy_Loewe=-1.15, Synergy_HSA=-1.27. (3) Drug 1: C1CCC(C1)C(CC#N)N2C=C(C=N2)C3=C4C=CNC4=NC=N3. Drug 2: CNC(=O)C1=CC=CC=C1SC2=CC3=C(C=C2)C(=NN3)C=CC4=CC=CC=N4. Cell line: HOP-62. Synergy scores: CSS=1.95, Synergy_ZIP=2.94, Synergy_Bliss=6.37, Synergy_Loewe=2.88, Synergy_HSA=2.47. (4) Cell line: U251. Drug 1: CS(=O)(=O)C1=CC(=C(C=C1)C(=O)NC2=CC(=C(C=C2)Cl)C3=CC=CC=N3)Cl. Drug 2: C1=C(C(=O)NC(=O)N1)F. Synergy scores: CSS=33.7, Synergy_ZIP=-7.96, Synergy_Bliss=-6.95, Synergy_Loewe=-12.4, Synergy_HSA=-5.09. (5) Drug 1: CC1=C2C(C(=O)C3(C(CC4C(C3C(C(C2(C)C)(CC1OC(=O)C(C(C5=CC=CC=C5)NC(=O)OC(C)(C)C)O)O)OC(=O)C6=CC=CC=C6)(CO4)OC(=O)C)OC)C)OC. Drug 2: CC1=CC=C(C=C1)C2=CC(=NN2C3=CC=C(C=C3)S(=O)(=O)N)C(F)(F)F. Cell line: NCI-H460. Synergy scores: CSS=77.9, Synergy_ZIP=26.0, Synergy_Bliss=25.4, Synergy_Loewe=0.714, Synergy_HSA=24.5. (6) Synergy scores: CSS=2.65, Synergy_ZIP=-0.0664, Synergy_Bliss=0.675, Synergy_Loewe=1.18, Synergy_HSA=0.271. Drug 2: C1=NNC2=C1C(=O)NC=N2. Drug 1: CN1C2=C(C=C(C=C2)N(CCCl)CCCl)N=C1CCCC(=O)O.Cl. Cell line: NCI-H226. (7) Drug 1: COC1=NC(=NC2=C1N=CN2C3C(C(C(O3)CO)O)O)N. Drug 2: C1C(C(OC1N2C=NC(=NC2=O)N)CO)O. Cell line: UACC-257. Synergy scores: CSS=-3.26, Synergy_ZIP=2.03, Synergy_Bliss=0.0126, Synergy_Loewe=-2.24, Synergy_HSA=-3.01.